This data is from Reaction yield outcomes from USPTO patents with 853,638 reactions. The task is: Predict the reaction yield, written as a fraction of the theoretical maximum amount of product (1.0 means a 100% yield; for example, 0.34 means a 34% yield). The reactants are Br[C:2]1[CH:3]=[C:4]([N:8]2[CH2:14][CH:13]3[O:15][CH:10]([CH2:11][CH2:12]3)[CH2:9]2)[CH:5]=[CH:6][CH:7]=1.[B:16]1([B:16]2[O:20][C:19]([CH3:22])([CH3:21])[C:18]([CH3:24])([CH3:23])[O:17]2)[O:20][C:19]([CH3:22])([CH3:21])[C:18]([CH3:24])([CH3:23])[O:17]1.C(Cl)Cl.C([O-])(=O)C.[K+]. The catalyst is O1CCOCC1.CCOC(C)=O.C1C=CC(P(C2C=CC=CC=2)[C-]2C=CC=C2)=CC=1.C1C=CC(P(C2C=CC=CC=2)[C-]2C=CC=C2)=CC=1.Cl[Pd]Cl.[Fe+2]. The product is [CH3:23][C:18]1([CH3:24])[C:19]([CH3:22])([CH3:21])[O:20][B:16]([C:2]2[CH:3]=[C:4]([N:8]3[CH2:14][CH:13]4[O:15][CH:10]([CH2:11][CH2:12]4)[CH2:9]3)[CH:5]=[CH:6][CH:7]=2)[O:17]1. The yield is 0.883.